Dataset: Catalyst prediction with 721,799 reactions and 888 catalyst types from USPTO. Task: Predict which catalyst facilitates the given reaction. (1) Reactant: CC(C)C(NC1C=CC=C(C2CCNCC2)C=1)=O.Cl.[N+:20]([C:23]1[CH:28]=[CH:27][C:26]([C:29]2[CH2:30][CH2:31][N:32](C(OC(C)(C)C)=O)[CH2:33][CH:34]=2)=[CH:25][CH:24]=1)([O-:22])=[O:21]. Product: [N+:20]([C:23]1[CH:28]=[CH:27][C:26]([C:29]2[CH2:34][CH2:33][NH:32][CH2:31][CH:30]=2)=[CH:25][CH:24]=1)([O-:22])=[O:21]. The catalyst class is: 12. (2) Reactant: [CH:1]1([CH2:7][CH2:8][C:9](O)=[S:10])[CH2:6][CH2:5][CH2:4][CH2:3][CH2:2]1.S(Cl)([Cl:14])=O. Product: [CH:1]1([CH2:7][CH2:8][C:9]([Cl:14])=[S:10])[CH2:6][CH2:5][CH2:4][CH2:3][CH2:2]1. The catalyst class is: 120.